From a dataset of Reaction yield outcomes from USPTO patents with 853,638 reactions. Predict the reaction yield, written as a fraction of the theoretical maximum amount of product (1.0 means a 100% yield; for example, 0.34 means a 34% yield). (1) The reactants are [CH:1]([O:4][C:5]1[C:10]([C:11]#[N:12])=[CH:9][CH:8]=[C:7]([CH3:13])[N:6]=1)([CH3:3])[CH3:2].C1COCC1.[H-].[H-].[H-].[H-].[Li+].[Al+3].O. The catalyst is CCOCC. The product is [CH:1]([O:4][C:5]1[C:10]([CH2:11][NH2:12])=[CH:9][CH:8]=[C:7]([CH3:13])[N:6]=1)([CH3:3])[CH3:2]. The yield is 0.890. (2) The reactants are [CH2:1](Br)[C:2]1[CH:7]=[CH:6][CH:5]=[CH:4][CH:3]=1.[N+:9]([C:12]1[CH:13]=[C:14]2[C:18](=[CH:19][CH:20]=1)[NH:17][NH:16][C:15]2=[O:21])([O-:11])=[O:10].[OH-].[Na+].Cl. No catalyst specified. The product is [CH2:1]([N:17]1[C:18]2[C:14](=[CH:13][C:12]([N+:9]([O-:11])=[O:10])=[CH:20][CH:19]=2)[C:15](=[O:21])[NH:16]1)[C:2]1[CH:7]=[CH:6][CH:5]=[CH:4][CH:3]=1. The yield is 0.610. (3) The reactants are S(Cl)(Cl)=O.[NH:5]1[CH2:10][CH2:9][CH:8]([C:11]([NH2:13])=[O:12])[CH2:7][CH2:6]1. No catalyst specified. The product is [C:11]([CH:8]1[CH2:9][CH2:10][NH:5][CH2:6][CH2:7]1)#[N:13].[NH:5]1[CH2:10][CH2:9][CH:8]([C:11]([NH2:13])=[O:12])[CH2:7][CH2:6]1. The yield is 0.948.